Dataset: NCI-60 drug combinations with 297,098 pairs across 59 cell lines. Task: Regression. Given two drug SMILES strings and cell line genomic features, predict the synergy score measuring deviation from expected non-interaction effect. (1) Cell line: SNB-75. Drug 1: CN(C)C1=NC(=NC(=N1)N(C)C)N(C)C. Synergy scores: CSS=-0.160, Synergy_ZIP=1.58, Synergy_Bliss=4.40, Synergy_Loewe=1.74, Synergy_HSA=1.66. Drug 2: N.N.Cl[Pt+2]Cl. (2) Drug 1: C1=CC(=CC=C1CCCC(=O)O)N(CCCl)CCCl. Drug 2: CC(C)CN1C=NC2=C1C3=CC=CC=C3N=C2N. Cell line: COLO 205. Synergy scores: CSS=32.9, Synergy_ZIP=-8.39, Synergy_Bliss=-6.62, Synergy_Loewe=-6.70, Synergy_HSA=-6.42. (3) Drug 1: C(=O)(N)NO. Drug 2: CC12CCC3C(C1CCC2O)C(CC4=C3C=CC(=C4)O)CCCCCCCCCS(=O)CCCC(C(F)(F)F)(F)F. Cell line: HCT-15. Synergy scores: CSS=0.517, Synergy_ZIP=1.93, Synergy_Bliss=3.50, Synergy_Loewe=-4.50, Synergy_HSA=-1.96. (4) Drug 1: CC1=C(C=C(C=C1)NC2=NC=CC(=N2)N(C)C3=CC4=NN(C(=C4C=C3)C)C)S(=O)(=O)N.Cl. Drug 2: CNC(=O)C1=CC=CC=C1SC2=CC3=C(C=C2)C(=NN3)C=CC4=CC=CC=N4. Cell line: MCF7. Synergy scores: CSS=5.84, Synergy_ZIP=-0.116, Synergy_Bliss=6.46, Synergy_Loewe=-1.55, Synergy_HSA=3.61.